Task: Predict the reaction yield, written as a fraction of the theoretical maximum amount of product (1.0 means a 100% yield; for example, 0.34 means a 34% yield).. Dataset: Reaction yield outcomes from USPTO patents with 853,638 reactions (1) The reactants are [C:1]([C:5]1[CH:6]=[C:7]([NH:18][C:19]([NH:21][C@@H:22]2[C:31]3[C:26](=[CH:27][CH:28]=[CH:29][CH:30]=3)[C@H:25]([O:32][C:33]3[CH:34]=[CH:35][C:36]4[N:37]([C:39]([N:42]5[CH2:47][CH2:46][CH2:45][CH2:44][C@@H:43]5[CH3:48])=[N:40][N:41]=4)[CH:38]=3)[CH2:24][CH2:23]2)=[O:20])[N:8]([C:10]2[CH:15]=[CH:14][C:13]([CH:16]=O)=[CH:12][CH:11]=2)[N:9]=1)([CH3:4])([CH3:3])[CH3:2].[CH3:49][N:50]1[CH2:56][CH2:55][CH2:54][NH:53][CH2:52][CH2:51]1.C(O[BH-](OC(=O)C)OC(=O)C)(=O)C.[Na+].O. The catalyst is C(Cl)Cl. The product is [C:1]([C:5]1[CH:6]=[C:7]([NH:18][C:19]([NH:21][C@@H:22]2[C:31]3[C:26](=[CH:27][CH:28]=[CH:29][CH:30]=3)[C@H:25]([O:32][C:33]3[CH:34]=[CH:35][C:36]4[N:37]([C:39]([N:42]5[CH2:47][CH2:46][CH2:45][CH2:44][C@@H:43]5[CH3:48])=[N:40][N:41]=4)[CH:38]=3)[CH2:24][CH2:23]2)=[O:20])[N:8]([C:10]2[CH:11]=[CH:12][C:13]([CH2:16][N:53]3[CH2:54][CH2:55][CH2:56][N:50]([CH3:49])[CH2:51][CH2:52]3)=[CH:14][CH:15]=2)[N:9]=1)([CH3:3])([CH3:4])[CH3:2]. The yield is 0.730. (2) The reactants are COC1C([N+]([O-])=O)=CC2CCC(=O)CCC=2C=1.[CH3:18][O:19][C:20]1[C:21]([N+:37]([O-:39])=[O:38])=[CH:22][C:23]2[CH2:29][CH2:28][CH:27]([N:30]3[CH2:35][CH2:34][O:33][CH2:32][CH2:31]3)[CH2:26][CH2:25][C:24]=2[CH:36]=1.C(Cl)Cl.N1CCOCC1.C(O)(=O)C.C(O[BH-](OC(=O)C)OC(=O)C)(=O)C.[Na+]. No catalyst specified. The product is [CH3:18][O:19][C:20]1[C:21]([N+:37]([O-:39])=[O:38])=[CH:22][C:23]2[CH2:29][CH2:28][CH:27]([N:30]3[CH2:35][CH2:34][O:33][CH2:32][CH2:31]3)[CH2:26][CH2:25][C:24]=2[CH:36]=1. The yield is 0.840. (3) The catalyst is CO. The reactants are C(OC([NH:8][C:9]1[O:17][C:16]2[C:11](=[N:12][CH:13]=[C:14]([CH2:18][N:19]3[CH2:24][CH2:23][N:22]([CH3:25])[CH2:21][CH2:20]3)[CH:15]=2)[C:10]=1[C:26]([NH:28][C:29]1[CH:30]=[N:31][CH:32]=[CH:33][C:34]=1[N:35]1[CH2:40][C@H:39]([C:41]([F:44])([F:43])[F:42])[CH2:38][C@H:37]([NH:45]C(=O)OC(C)(C)C)[CH2:36]1)=[O:27])=O)(C)(C)C.Cl.O1CCOCC1. The product is [NH2:8][C:9]1[O:17][C:16]2[C:11](=[N:12][CH:13]=[C:14]([CH2:18][N:19]3[CH2:24][CH2:23][N:22]([CH3:25])[CH2:21][CH2:20]3)[CH:15]=2)[C:10]=1[C:26]([NH:28][C:29]1[CH:30]=[N:31][CH:32]=[CH:33][C:34]=1[N:35]1[CH2:40][C@H:39]([C:41]([F:42])([F:44])[F:43])[CH2:38][C@H:37]([NH2:45])[CH2:36]1)=[O:27]. The yield is 0.560. (4) The reactants are Cl[C:2]1[N:7]=[C:6]([N:8]2[CH2:13][CH2:12][CH:11]([C:14]([NH:16][CH2:17][C:18]3[CH:23]=[CH:22][CH:21]=[CH:20][C:19]=3[C:24]([F:27])([F:26])[F:25])=[O:15])[CH2:10][CH2:9]2)[CH:5]=[CH:4][N:3]=1.[CH2:28]([N:30](CC)CC)C.CN. The catalyst is C(O)C. The yield is 0.0940. The product is [CH3:28][NH:30][C:2]1[N:7]=[C:6]([N:8]2[CH2:13][CH2:12][CH:11]([C:14]([NH:16][CH2:17][C:18]3[CH:23]=[CH:22][CH:21]=[CH:20][C:19]=3[C:24]([F:27])([F:26])[F:25])=[O:15])[CH2:10][CH2:9]2)[CH:5]=[CH:4][N:3]=1. (5) The reactants are [Br:1][C:2]1[C:3]([F:50])=[CH:4][C:5]([N:21]2[C:30]3[C:25](=[CH:26][C:27]([S:31](=[O:48])(=[O:47])[N:32]([C:42]4[CH:46]=[CH:45][O:44][N:43]=4)CC4C=CC(OC)=CC=4)=[CH:28][CH:29]=3)[CH:24]=[CH:23][C:22]2=[O:49])=[C:6]([CH:20]=1)[O:7][CH:8]1[CH2:12][CH2:11][N:10](C(OC(C)(C)C)=O)[CH2:9]1.FC(F)(F)S(O)(=O)=O. The catalyst is C(Cl)Cl. The product is [Br:1][C:2]1[C:3]([F:50])=[CH:4][C:5]([N:21]2[C:30]3[C:25](=[CH:26][C:27]([S:31]([NH:32][C:42]4[CH:46]=[CH:45][O:44][N:43]=4)(=[O:47])=[O:48])=[CH:28][CH:29]=3)[CH:24]=[CH:23][C:22]2=[O:49])=[C:6]([O:7][CH:8]2[CH2:12][CH2:11][NH:10][CH2:9]2)[CH:20]=1. The yield is 0.100.